This data is from Forward reaction prediction with 1.9M reactions from USPTO patents (1976-2016). The task is: Predict the product of the given reaction. Given the reactants [F:1][C:2]1[CH:3]=[C:4]([CH:7]=[CH:8][CH:9]=1)[CH2:5]Br.Cl.[O:11]=[C:12]1[C:17]([C:18]([O:20][CH3:21])=[O:19])=[CH:16][CH:15]=[CH:14][NH:13]1.[H-].[Na+], predict the reaction product. The product is: [F:1][C:2]1[CH:3]=[C:4]([CH:7]=[CH:8][CH:9]=1)[CH2:5][N:13]1[CH:14]=[CH:15][CH:16]=[C:17]([C:18]([O:20][CH3:21])=[O:19])[C:12]1=[O:11].